This data is from Reaction yield outcomes from USPTO patents with 853,638 reactions. The task is: Predict the reaction yield, written as a fraction of the theoretical maximum amount of product (1.0 means a 100% yield; for example, 0.34 means a 34% yield). (1) The reactants are [C:1]([C:3]1[CH:4]=[N:5][C:6]2[C:11]([C:12]=1O)=[C:10](F)[CH:9]=[C:8]([F:15])[CH:7]=2)#[N:2].[CH3:16][N:17]1[CH2:22][CH2:21][CH:20]([OH:23])[CH2:19][CH2:18]1.CC(C)([O-:27])C.[K+].C(O)(=O)C. The catalyst is O1CCCC1. The product is [C:1]([C:3]1[C:4]([OH:27])=[N:5][C:6]2[C:11]([CH:12]=1)=[C:10]([O:23][CH:20]1[CH2:21][CH2:22][N:17]([CH3:16])[CH2:18][CH2:19]1)[CH:9]=[C:8]([F:15])[CH:7]=2)#[N:2]. The yield is 0.590. (2) The reactants are [CH:1]([N:14]1[CH2:17][CH:16]([OH:18])[CH2:15]1)([C:8]1[CH:13]=[CH:12][CH:11]=[CH:10][CH:9]=1)[C:2]1[CH:7]=[CH:6][CH:5]=[CH:4][CH:3]=1.[Cl:19][C:20]1[C:21](F)=[CH:22][C:23]([F:33])=[C:24]([CH:32]=1)[C:25]([O:27][C:28]([CH3:31])([CH3:30])[CH3:29])=[O:26].CC(C)([O-])C.[K+]. The catalyst is CS(C)=O. The product is [CH:1]([N:14]1[CH2:17][CH:16]([O:18][C:21]2[C:20]([Cl:19])=[CH:32][C:24]([C:25]([O:27][C:28]([CH3:29])([CH3:30])[CH3:31])=[O:26])=[C:23]([F:33])[CH:22]=2)[CH2:15]1)([C:8]1[CH:13]=[CH:12][CH:11]=[CH:10][CH:9]=1)[C:2]1[CH:3]=[CH:4][CH:5]=[CH:6][CH:7]=1. The yield is 0.720.